Dataset: Reaction yield outcomes from USPTO patents with 853,638 reactions. Task: Predict the reaction yield, written as a fraction of the theoretical maximum amount of product (1.0 means a 100% yield; for example, 0.34 means a 34% yield). The yield is 0.865. The catalyst is C1COCC1.C(OCC)(=O)C. The product is [CH2:18]([N:8]([CH2:1][C:2]1[CH:3]=[CH:4][CH:5]=[CH:6][CH:7]=1)[CH:9]([CH2:13][O:14][CH:15]([F:16])[F:17])[C:10]([NH:48][CH2:41][C:42]1[CH:47]=[CH:46][CH:45]=[CH:44][CH:43]=1)=[O:12])[C:19]1[CH:20]=[CH:21][CH:22]=[CH:23][CH:24]=1. The reactants are [CH2:1]([N:8]([CH2:18][C:19]1[CH:24]=[CH:23][CH:22]=[CH:21][CH:20]=1)[CH:9]([CH2:13][O:14][CH:15]([F:17])[F:16])[C:10]([OH:12])=O)[C:2]1[CH:7]=[CH:6][CH:5]=[CH:4][CH:3]=1.C(N(CC)CC)C.ClC(OCC(C)C)=O.Cl.[CH2:41]([NH2:48])[C:42]1[CH:47]=[CH:46][CH:45]=[CH:44][CH:43]=1.